This data is from Forward reaction prediction with 1.9M reactions from USPTO patents (1976-2016). The task is: Predict the product of the given reaction. (1) The product is: [N+:14]([C:10]1[CH:9]=[C:8]([C:6](=[O:7])[CH:5]=[O:19])[CH:13]=[CH:12][CH:11]=1)([O-:16])=[O:15]. Given the reactants [Se](=O)=O.O.[CH3:5][C:6]([C:8]1[CH:13]=[CH:12][CH:11]=[C:10]([N+:14]([O-:16])=[O:15])[CH:9]=1)=[O:7].CC[O:19]C(C)=O, predict the reaction product. (2) Given the reactants [C:1]([O:5][C:6](=[O:28])[NH:7][C@H:8]([CH:25]([CH3:27])[CH3:26])[C:9]([NH:11][C:12]1[C:16]2[CH:17]=[C:18]([F:21])[CH:19]=[CH:20][C:15]=2[O:14][C:13]=1[C:22](=[O:24])[NH2:23])=O)([CH3:4])([CH3:3])[CH3:2].[Li+].[OH-], predict the reaction product. The product is: [C:1]([O:5][C:6](=[O:28])[NH:7][C@@H:8]([C:9]1[NH:23][C:22](=[O:24])[C:13]2[O:14][C:15]3[CH:20]=[CH:19][C:18]([F:21])=[CH:17][C:16]=3[C:12]=2[N:11]=1)[CH:25]([CH3:27])[CH3:26])([CH3:4])([CH3:3])[CH3:2].